This data is from Peptide-MHC class I binding affinity with 185,985 pairs from IEDB/IMGT. The task is: Regression. Given a peptide amino acid sequence and an MHC pseudo amino acid sequence, predict their binding affinity value. This is MHC class I binding data. (1) The peptide sequence is YFANNKFTL. The MHC is HLA-A30:02 with pseudo-sequence HLA-A30:02. The binding affinity (normalized) is 0.0130. (2) The peptide sequence is AMVRMYIFF. The MHC is HLA-A01:01 with pseudo-sequence HLA-A01:01. The binding affinity (normalized) is 0.0907. (3) The peptide sequence is DLVHFASPL. The MHC is HLA-A02:01 with pseudo-sequence HLA-A02:01. The binding affinity (normalized) is 0. (4) The peptide sequence is TPVWHVTSA. The MHC is HLA-B15:01 with pseudo-sequence HLA-B15:01. The binding affinity (normalized) is 0.0847. (5) The peptide sequence is ILIKRRQQK. The MHC is HLA-A03:01 with pseudo-sequence HLA-A03:01. The binding affinity (normalized) is 0.689. (6) The peptide sequence is FTENGPWMY. The MHC is HLA-B57:01 with pseudo-sequence HLA-B57:01. The binding affinity (normalized) is 0.0847. (7) The peptide sequence is FTRDTGATL. The MHC is HLA-C12:03 with pseudo-sequence HLA-C12:03. The binding affinity (normalized) is 1.00.